From a dataset of Forward reaction prediction with 1.9M reactions from USPTO patents (1976-2016). Predict the product of the given reaction. (1) The product is: [C:22]([O:26][C:27](=[O:34])[NH:28][C@H:29]([CH:32]([OH:33])[C:2]1[O:1][C:9]2[C:4]([N:3]=1)=[N:5][CH:6]=[CH:7][CH:8]=2)[CH2:30][CH3:31])([CH3:23])([CH3:24])[CH3:25]. Given the reactants [O:1]1[C:9]2[C:4](=[N:5][CH:6]=[CH:7][CH:8]=2)[N:3]=[CH:2]1.[Li]CCCC.N#N.CCOCC.[C:22]([O:26][C:27](=[O:34])[NH:28][C@H:29]([CH:32]=[O:33])[CH2:30][CH3:31])([CH3:25])([CH3:24])[CH3:23], predict the reaction product. (2) Given the reactants [CH3:1][C:2]1[C:6]([C:7](=[O:21])[CH2:8][O:9][C:10]2[CH:15]=[CH:14][C:13]([CH2:16][C:17]([O:19][CH3:20])=[O:18])=[CH:12][CH:11]=2)=[C:5]([CH3:22])[O:4][N:3]=1.[BH4-].[Na+], predict the reaction product. The product is: [CH3:1][C:2]1[C:6]([CH:7]([OH:21])[CH2:8][O:9][C:10]2[CH:15]=[CH:14][C:13]([CH2:16][C:17]([O:19][CH3:20])=[O:18])=[CH:12][CH:11]=2)=[C:5]([CH3:22])[O:4][N:3]=1. (3) Given the reactants [SH:1][C:2]1[S:3][C:4]2[CH2:13][C:12]3[C:11]([O:14][CH2:15][C:16]([O:18]CC)=[O:17])=[CH:10][CH:9]=[CH:8][C:7]=3[C:5]=2[N:6]=1.[C:21]1([CH:27]([C:31]2[CH:36]=[CH:35][CH:34]=[CH:33][CH:32]=2)[CH2:28][CH2:29]I)[CH:26]=[CH:25][CH:24]=[CH:23][CH:22]=1, predict the reaction product. The product is: [C:21]1([CH:27]([C:31]2[CH:32]=[CH:33][CH:34]=[CH:35][CH:36]=2)[CH2:28][CH2:29][S:1][C:2]2[S:3][C:4]3[CH2:13][C:12]4[C:11]([O:14][CH2:15][C:16]([OH:18])=[O:17])=[CH:10][CH:9]=[CH:8][C:7]=4[C:5]=3[N:6]=2)[CH:26]=[CH:25][CH:24]=[CH:23][CH:22]=1.